Task: Regression. Given two drug SMILES strings and cell line genomic features, predict the synergy score measuring deviation from expected non-interaction effect.. Dataset: NCI-60 drug combinations with 297,098 pairs across 59 cell lines (1) Drug 1: CN1C(=O)N2C=NC(=C2N=N1)C(=O)N. Drug 2: CN1C=C(C=N1)C2=C3N=C(C(=C(N3N=C2)N)Br)C4CCCNC4. Cell line: NCIH23. Synergy scores: CSS=27.1, Synergy_ZIP=-13.2, Synergy_Bliss=-30.7, Synergy_Loewe=-32.3, Synergy_HSA=-27.8. (2) Drug 1: CC1=C(C(=O)C2=C(C1=O)N3CC4C(C3(C2COC(=O)N)OC)N4)N. Drug 2: C(CN)CNCCSP(=O)(O)O. Cell line: OVCAR-5. Synergy scores: CSS=35.6, Synergy_ZIP=0.644, Synergy_Bliss=-0.145, Synergy_Loewe=-41.1, Synergy_HSA=-0.221. (3) Drug 2: CC1C(C(CC(O1)OC2CC(CC3=C2C(=C4C(=C3O)C(=O)C5=CC=CC=C5C4=O)O)(C(=O)C)O)N)O. Cell line: SN12C. Drug 1: CC(C1=C(C=CC(=C1Cl)F)Cl)OC2=C(N=CC(=C2)C3=CN(N=C3)C4CCNCC4)N. Synergy scores: CSS=38.6, Synergy_ZIP=-1.82, Synergy_Bliss=-2.27, Synergy_Loewe=-1.67, Synergy_HSA=-0.238. (4) Drug 1: CCCCC(=O)OCC(=O)C1(CC(C2=C(C1)C(=C3C(=C2O)C(=O)C4=C(C3=O)C=CC=C4OC)O)OC5CC(C(C(O5)C)O)NC(=O)C(F)(F)F)O. Drug 2: C(CN)CNCCSP(=O)(O)O. Cell line: NCI-H322M. Synergy scores: CSS=19.7, Synergy_ZIP=-3.46, Synergy_Bliss=-3.73, Synergy_Loewe=-13.6, Synergy_HSA=-4.19.